Dataset: NCI-60 drug combinations with 297,098 pairs across 59 cell lines. Task: Regression. Given two drug SMILES strings and cell line genomic features, predict the synergy score measuring deviation from expected non-interaction effect. (1) Drug 1: COC1=C2C(=CC3=C1OC=C3)C=CC(=O)O2. Drug 2: CC1CCCC2(C(O2)CC(NC(=O)CC(C(C(=O)C(C1O)C)(C)C)O)C(=CC3=CSC(=N3)C)C)C. Cell line: SF-295. Synergy scores: CSS=52.5, Synergy_ZIP=2.59, Synergy_Bliss=0.765, Synergy_Loewe=-36.5, Synergy_HSA=-0.448. (2) Drug 1: CC1=CC2C(CCC3(C2CCC3(C(=O)C)OC(=O)C)C)C4(C1=CC(=O)CC4)C. Drug 2: C1=NC2=C(N1)C(=S)N=CN2. Cell line: OVCAR-4. Synergy scores: CSS=32.7, Synergy_ZIP=-3.30, Synergy_Bliss=-7.85, Synergy_Loewe=-57.4, Synergy_HSA=-7.93. (3) Drug 1: CC1=C(C=C(C=C1)C(=O)NC2=CC(=CC(=C2)C(F)(F)F)N3C=C(N=C3)C)NC4=NC=CC(=N4)C5=CN=CC=C5. Drug 2: C#CCC(CC1=CN=C2C(=N1)C(=NC(=N2)N)N)C3=CC=C(C=C3)C(=O)NC(CCC(=O)O)C(=O)O. Cell line: UACC62. Synergy scores: CSS=50.5, Synergy_ZIP=4.68, Synergy_Bliss=-0.207, Synergy_Loewe=-14.7, Synergy_HSA=-0.138. (4) Drug 1: CS(=O)(=O)CCNCC1=CC=C(O1)C2=CC3=C(C=C2)N=CN=C3NC4=CC(=C(C=C4)OCC5=CC(=CC=C5)F)Cl. Drug 2: CC(C)CN1C=NC2=C1C3=CC=CC=C3N=C2N. Cell line: HCC-2998. Synergy scores: CSS=9.22, Synergy_ZIP=3.95, Synergy_Bliss=3.94, Synergy_Loewe=7.61, Synergy_HSA=2.32. (5) Drug 1: CC12CCC3C(C1CCC2=O)CC(=C)C4=CC(=O)C=CC34C. Drug 2: C1C(C(OC1N2C=NC(=NC2=O)N)CO)O. Cell line: SW-620. Synergy scores: CSS=36.1, Synergy_ZIP=1.23, Synergy_Bliss=2.32, Synergy_Loewe=1.04, Synergy_HSA=3.48. (6) Drug 1: C1=CC(=CC=C1C#N)C(C2=CC=C(C=C2)C#N)N3C=NC=N3. Drug 2: CN1C2=C(C=C(C=C2)N(CCCl)CCCl)N=C1CCCC(=O)O.Cl. Cell line: KM12. Synergy scores: CSS=-5.07, Synergy_ZIP=5.30, Synergy_Bliss=8.77, Synergy_Loewe=-1.29, Synergy_HSA=0.576. (7) Drug 1: C1=NC2=C(N1)C(=S)N=CN2. Drug 2: CC(C)NC(=O)C1=CC=C(C=C1)CNNC.Cl. Cell line: MDA-MB-231. Synergy scores: CSS=29.7, Synergy_ZIP=-1.58, Synergy_Bliss=-1.25, Synergy_Loewe=-22.4, Synergy_HSA=-1.15.